From a dataset of NCI-60 drug combinations with 297,098 pairs across 59 cell lines. Regression. Given two drug SMILES strings and cell line genomic features, predict the synergy score measuring deviation from expected non-interaction effect. (1) Drug 1: C1CCN(CC1)CCOC2=CC=C(C=C2)C(=O)C3=C(SC4=C3C=CC(=C4)O)C5=CC=C(C=C5)O. Drug 2: C1=C(C(=O)NC(=O)N1)F. Cell line: DU-145. Synergy scores: CSS=33.2, Synergy_ZIP=1.22, Synergy_Bliss=0.914, Synergy_Loewe=-0.466, Synergy_HSA=0.489. (2) Drug 1: C1CCN(CC1)CCOC2=CC=C(C=C2)C(=O)C3=C(SC4=C3C=CC(=C4)O)C5=CC=C(C=C5)O. Drug 2: C1=NC2=C(N1)C(=S)N=C(N2)N. Cell line: MDA-MB-231. Synergy scores: CSS=13.9, Synergy_ZIP=-4.26, Synergy_Bliss=2.51, Synergy_Loewe=0.190, Synergy_HSA=0.756. (3) Drug 1: CC1=C2C(C(=O)C3(C(CC4C(C3C(C(C2(C)C)(CC1OC(=O)C(C(C5=CC=CC=C5)NC(=O)C6=CC=CC=C6)O)O)OC(=O)C7=CC=CC=C7)(CO4)OC(=O)C)O)C)OC(=O)C. Drug 2: C1=NC2=C(N1)C(=S)N=CN2. Cell line: UACC-257. Synergy scores: CSS=33.4, Synergy_ZIP=-12.2, Synergy_Bliss=-2.66, Synergy_Loewe=-22.0, Synergy_HSA=1.06. (4) Drug 1: C(=O)(N)NO. Drug 2: CC1CCCC2(C(O2)CC(NC(=O)CC(C(C(=O)C(C1O)C)(C)C)O)C(=CC3=CSC(=N3)C)C)C. Cell line: MOLT-4. Synergy scores: CSS=66.7, Synergy_ZIP=0.0778, Synergy_Bliss=1.17, Synergy_Loewe=-35.2, Synergy_HSA=0.428. (5) Drug 1: CC1=C2C(C(=O)C3(C(CC4C(C3C(C(C2(C)C)(CC1OC(=O)C(C(C5=CC=CC=C5)NC(=O)OC(C)(C)C)O)O)OC(=O)C6=CC=CC=C6)(CO4)OC(=O)C)OC)C)OC. Drug 2: C(CC(=O)O)C(=O)CN.Cl. Cell line: CAKI-1. Synergy scores: CSS=44.1, Synergy_ZIP=2.05, Synergy_Bliss=1.85, Synergy_Loewe=-9.18, Synergy_HSA=4.60. (6) Drug 1: CC12CCC(CC1=CCC3C2CCC4(C3CC=C4C5=CN=CC=C5)C)O. Drug 2: C1CCN(CC1)CCOC2=CC=C(C=C2)C(=O)C3=C(SC4=C3C=CC(=C4)O)C5=CC=C(C=C5)O. Cell line: OVCAR3. Synergy scores: CSS=5.32, Synergy_ZIP=-2.34, Synergy_Bliss=0.885, Synergy_Loewe=-1.10, Synergy_HSA=-0.255.